The task is: Predict the reactants needed to synthesize the given product.. This data is from Full USPTO retrosynthesis dataset with 1.9M reactions from patents (1976-2016). (1) Given the product [CH:62]([C:65]1[CH:70]=[CH:69][CH:68]=[C:67]([CH:71]([CH3:72])[CH3:73])[C:66]=1[NH:74][C:75](=[O:76])[N:32]([CH2:38][C:37]1[CH:40]=[CH:41][C:34]([OH:33])=[CH:35][CH:36]=1)[CH2:31][C:25]1([C:24]2[N:20]([C:1]([C:14]3[CH:15]=[CH:16][CH:17]=[CH:18][CH:19]=3)([C:8]3[CH:9]=[CH:10][CH:11]=[CH:12][CH:13]=3)[C:2]3[CH:7]=[CH:6][CH:5]=[CH:4][CH:3]=3)[CH:21]=[N:22][CH:23]=2)[CH2:30][CH2:29][CH2:28][CH2:27][CH2:26]1)([CH3:63])[CH3:64], predict the reactants needed to synthesize it. The reactants are: [C:1]([N:20]1[C:24]([C:25]2([CH2:31][NH2:32])[CH2:30][CH2:29][CH2:28][CH2:27][CH2:26]2)=[CH:23][N:22]=[CH:21]1)([C:14]1[CH:19]=[CH:18][CH:17]=[CH:16][CH:15]=1)([C:8]1[CH:13]=[CH:12][CH:11]=[CH:10][CH:9]=1)[C:2]1[CH:7]=[CH:6][CH:5]=[CH:4][CH:3]=1.[OH:33][C:34]1[CH:41]=[CH:40][C:37]([CH:38]=O)=[CH:36][CH:35]=1.C(O[BH-](OC(=O)C)OC(=O)C)(=O)C.[Na+].C(=O)([O-])[O-].[Na+].[Na+].[CH:62]([C:65]1[CH:70]=[CH:69][CH:68]=[C:67]([CH:71]([CH3:73])[CH3:72])[C:66]=1[N:74]=[C:75]=[O:76])([CH3:64])[CH3:63]. (2) Given the product [CH2:4]([C:5]1[CH2:6][C@@H:7]2[C@@H:16]([C@:17]3([CH3:24])[C:22]=1[CH2:21][C:20](=[O:23])[CH2:19][CH2:18]3)[CH2:15][CH2:14][C@@:12]1([CH3:13])[C@H:8]2[CH2:9][CH2:10][C@@H:11]1[C:25]([NH:27][C:28]1[CH:33]=[CH:32][C:31]([C:34]([F:36])([F:35])[F:37])=[CH:30][CH:29]=1)=[O:26])[CH3:1], predict the reactants needed to synthesize it. The reactants are: [CH3:1][Mg+].[Br-].[CH2:4]=[C:5]1[C:22]2[C@:17]([CH3:24])([CH2:18][CH2:19][C:20](=[O:23])[CH:21]=2)[C@@H:16]2[C@H:7]([C@H:8]3[C@@:12]([CH2:14][CH2:15]2)([CH3:13])[C@@H:11]([C:25]([NH:27][C:28]2[CH:33]=[CH:32][C:31]([C:34]([F:37])([F:36])[F:35])=[CH:30][CH:29]=2)=[O:26])[CH2:10][CH2:9]3)[CH2:6]1. (3) Given the product [F:1][C:2]1[CH:3]=[CH:4][C:5]([C:8]2[N:9]=[C:10]3[CH:15]=[N:14][CH:13]=[CH:12][N:11]3[C:16]=2[C:18]2[CH:23]=[CH:22][N:21]=[C:20]([S:24][CH3:25])[N:19]=2)=[CH:6][CH:7]=1, predict the reactants needed to synthesize it. The reactants are: [F:1][C:2]1[CH:7]=[CH:6][C:5]([C:8]2[N:9]=[C:10]3[CH:15]=[N:14][CH:13]=[CH:12][N:11]3[CH:16]=2)=[CH:4][CH:3]=1.I[C:18]1[CH:23]=[CH:22][N:21]=[C:20]([S:24][CH3:25])[N:19]=1.C([O-])([O-])=O.[Cs+].[Cs+].C1(P(C2C=CC=CC=2)C2C=CC=CC=2)C=CC=CC=1. (4) Given the product [Cl:26][C:7]1[C:8]([C:12]([NH:14][CH2:15][C:16]23[CH2:23][CH:22]4[CH2:24][CH:18]([CH2:19][CH:20]([CH2:21]4)[CH2:25]2)[CH2:17]3)=[O:13])=[C:9]2[C:4](=[CH:5][CH:6]=1)[N:3]=[C:2]([C:34]1[CH:35]=[C:36]([C:40]([OH:42])=[O:41])[CH:37]=[N:38][CH:39]=1)[CH:11]=[CH:10]2, predict the reactants needed to synthesize it. The reactants are: Cl[C:2]1[CH:11]=[CH:10][C:9]2[C:8]([C:12]([NH:14][CH2:15][C:16]34[CH2:25][CH:20]5[CH2:21][CH:22]([CH2:24][CH:18]([CH2:19]5)[CH2:17]3)[CH2:23]4)=[O:13])=[C:7]([Cl:26])[CH:6]=[CH:5][C:4]=2[N:3]=1.C(=O)([O-])[O-].[Na+].[Na+].Br[C:34]1[CH:35]=[C:36]([C:40]([OH:42])=[O:41])[CH:37]=[N:38][CH:39]=1.CC1(C)C(C)(C)OB(B2OC(C)(C)C(C)(C)O2)O1.